This data is from Experimentally validated miRNA-target interactions with 360,000+ pairs, plus equal number of negative samples. The task is: Binary Classification. Given a miRNA mature sequence and a target amino acid sequence, predict their likelihood of interaction. (1) The miRNA is hsa-miR-3667-3p with sequence ACCUUCCUCUCCAUGGGUCUUU. The protein sequence of the target gene is MDFLNSSDQNLTSEELLNRMPSKILVSLTLSGLALMTTTINSLVIAAIIVTRKLHHPANYLICSLAVTDFLVAVLVMPFSIVYIVRESWIMGQVVCDIWLSVDITCCTCSILHLSAIALDRYRAITDAVEYARKRTPKHAGIMITIVWIISVFISMPPLFWRHQGTSRDDECIIKHDHIVSTIYSTFGAFYIPLALILILYYKIYRAAKTLYHKRQASRIAKEEVNGQVLLESGEKSTKSVSTSYVLEKSLSDPSTDFDKIHSTVRSLRSEFKHEKSWRRQKISGTRERKAATTLGLILG.... Result: 1 (interaction). (2) The miRNA is hsa-miR-8074 with sequence CUAUGGCGAGACUGGCAUGUACUC. The protein sequence of the target gene is MSPGSGVKSEYMKRYREPRWDEYAPCYRELLRYRLGRRLLEQAHAPWLWDAWGPDSPSDSSASPSPAPRGALGEPSAPSAREEEQPVGERGAELRDAEEQDTVLPAPPKKDTEEKPEEHKTKETDGAPSGPGPRQQPSALCARGSKKATRSPQRSTSKIKENKHPFALYGWGERQMDMGSQKTHNVCASASVHEIHESALRAKNRRQVEKRKLAAQRQRAHSVDVEKNQRVKPASAENPWLTEYMRCYSARA. Result: 0 (no interaction).